Predict the reactants needed to synthesize the given product. From a dataset of Full USPTO retrosynthesis dataset with 1.9M reactions from patents (1976-2016). (1) Given the product [CH2:13]([N:10]1[C:6]2=[N:7][C:8]([CH3:9])=[C:3]([CH2:2][N:1]3[CH2:23][C:24]4[C:25](=[CH:30][C:31]([F:34])=[CH:32][CH:33]=4)[C:26]3=[O:27])[C:4]([NH:15][CH:16]3[CH2:17][CH2:18][O:19][CH2:20][CH2:21]3)=[C:5]2[CH:12]=[N:11]1)[CH3:14], predict the reactants needed to synthesize it. The reactants are: [NH2:1][CH2:2][C:3]1[C:8]([CH3:9])=[N:7][C:6]2[N:10]([CH2:13][CH3:14])[N:11]=[CH:12][C:5]=2[C:4]=1[NH:15][CH:16]1[CH2:21][CH2:20][O:19][CH2:18][CH2:17]1.Br[CH2:23][C:24]1[CH:33]=[CH:32][C:31]([F:34])=[CH:30][C:25]=1[C:26](OC)=[O:27].CCN(C(C)C)C(C)C. (2) Given the product [Cl:1][C:2]1[N:3]=[C:4]([N:11]2[CH2:16][CH2:15][O:14][CH2:13][CH2:12]2)[C:5]2[O:10][C:9]([I:22])=[CH:8][C:6]=2[N:7]=1, predict the reactants needed to synthesize it. The reactants are: [Cl:1][C:2]1[N:3]=[C:4]([N:11]2[CH2:16][CH2:15][O:14][CH2:13][CH2:12]2)[C:5]2[O:10][CH:9]=[CH:8][C:6]=2[N:7]=1.C([Li])CCC.[I:22]I. (3) Given the product [CH3:25][O:24][C:17]1[C:16]2[NH:10][C:9]3[C:8](=[CH:14][CH:13]=[CH:12][CH:11]=3)[C:21]=2[C:20]([O:22][CH3:23])=[CH:19][CH:18]=1, predict the reactants needed to synthesize it. The reactants are: CC([O-])(C)C.[Na+].Cl[C:8]1[CH:14]=[CH:13][CH:12]=[CH:11][C:9]=1[NH2:10].Br[C:16]1[CH:21]=[C:20]([O:22][CH3:23])[CH:19]=[CH:18][C:17]=1[O:24][CH3:25].